From a dataset of Full USPTO retrosynthesis dataset with 1.9M reactions from patents (1976-2016). Predict the reactants needed to synthesize the given product. (1) Given the product [NH2:75][C@H:76]([C:84]([OH:86])=[O:85])[CH2:77][C:78]1[CH:83]=[CH:82][CH:81]=[CH:80][CH:79]=1, predict the reactants needed to synthesize it. The reactants are: N[C@H](C(N[C@H](C(N[C@H](C(NCC(N[C@H](C(N[C@H](C(N[C@H](C(N[C@H](C(N)=O)CC1C=CC=CC=1)=O)CC(=O)O)=O)CCSC)=O)CC1C2C(=CC=CC=2)NC=1)=O)=O)CCSC)=O)CC1C=CC(O)=CC=1)=O)CC(=O)O.[NH:75](C(OCC1C2C(=CC=CC=2)C2C1=CC=CC=2)=O)[C@H:76]([C:84]([OH:86])=[O:85])[CH2:77][C:78]1[CH:83]=[CH:82][CH:81]=[CH:80][CH:79]=1. (2) Given the product [Br:1][C:2]1[CH:7]=[CH:6][C:5](/[C:8](=[N:17]/[S@:15]([C:12]([CH3:14])([CH3:13])[CH3:11])=[O:16])/[CH3:9])=[CH:4][CH:3]=1, predict the reactants needed to synthesize it. The reactants are: [Br:1][C:2]1[CH:7]=[CH:6][C:5]([C:8](=O)[CH3:9])=[CH:4][CH:3]=1.[CH3:11][C:12]([S@@:15]([NH2:17])=[O:16])([CH3:14])[CH3:13]. (3) The reactants are: [NH2:1][C:2]1[C:10]([CH3:11])=[CH:9][C:8]([F:12])=[CH:7][C:3]=1[C:4](O)=[O:5].Cl.C[N:15](C)CCCN=C=NCC.O.ON1C2C=CC=CC=2N=N1.N.O1CCOCC1. Given the product [NH2:1][C:2]1[C:10]([CH3:11])=[CH:9][C:8]([F:12])=[CH:7][C:3]=1[C:4]([NH2:15])=[O:5], predict the reactants needed to synthesize it. (4) Given the product [F:28][C:25]([F:26])([F:27])[C:22]1[CH:21]=[CH:20][C:19]([CH2:18][C@H:10]2[CH2:9][C@H:8]([C:6]3[O:5][NH:4][C:3](=[O:2])[CH:7]=3)[CH2:13][CH2:12][NH:11]2)=[CH:24][CH:23]=1, predict the reactants needed to synthesize it. The reactants are: Br.[O:2]=[C:3]1[CH:7]=[C:6]([C@@H:8]2[CH2:13][CH2:12][N:11](C(OC)=O)[C@@H:10]([CH2:18][C:19]3[CH:24]=[CH:23][C:22]([C:25]([F:28])([F:27])[F:26])=[CH:21][CH:20]=3)[CH2:9]2)[O:5][NH:4]1. (5) Given the product [CH2:21]([C:11]1[CH:3]=[C:4]2[C:5]([O:13][C:6](=[O:12])[NH:7][C:8]2=[CH:9][CH:10]=1)=[O:19])[CH3:22], predict the reactants needed to synthesize it. The reactants are: C([C:3]1[CH:11]=[CH:10][CH:9]=[C:8]2[C:4]=1[C:5](=[O:13])[C:6](=[O:12])[NH:7]2)C.S(=O)(=O)(O)O.[OH:19]O.[C:21](O)(=O)[CH3:22].